This data is from Retrosynthesis with 50K atom-mapped reactions and 10 reaction types from USPTO. The task is: Predict the reactants needed to synthesize the given product. (1) Given the product CCOc1cc(=O)n(C)cc1-c1cc(NS(=O)(=O)CC)ccc1Oc1ccc(Cl)cc1, predict the reactants needed to synthesize it. The reactants are: CCOc1cc(=O)n(C)cc1-c1cc(N)ccc1Oc1ccc(Cl)cc1.CCS(=O)(=O)Cl. (2) Given the product CC1(C)CN(C2CC2)Cc2ccc(CO)cc21, predict the reactants needed to synthesize it. The reactants are: CCOC(=O)c1ccc2c(c1)C(C)(C)CN(C1CC1)C2. (3) Given the product CCCOC(=O)c1cc([N+](=O)[O-])c(Cl)c([N+](=O)[O-])c1, predict the reactants needed to synthesize it. The reactants are: CCCO.O=C(O)c1cc([N+](=O)[O-])c(Cl)c([N+](=O)[O-])c1. (4) Given the product O=S1(=O)c2cccc3cccc(c23)N1CCN1CC=C(c2ccccc2)CC1, predict the reactants needed to synthesize it. The reactants are: C1=C(c2ccccc2)CCNC1.O=S1(=O)c2cccc3cccc(c23)N1CCCl. (5) The reactants are: COC(=O)[C@H](CC1CCCCC1)N1Cc2c(F)cccc2C1=O. Given the product O=C(O)[C@H](CC1CCCCC1)N1Cc2c(F)cccc2C1=O, predict the reactants needed to synthesize it. (6) Given the product CCOc1cc(CC(=O)NC(COC(C)=O)c2ccccc2N2CCCCC2)ccc1C(=O)OCc1ccccc1, predict the reactants needed to synthesize it. The reactants are: CC(=O)Cl.CCOc1cc(CC(=O)NC(CO)c2ccccc2N2CCCCC2)ccc1C(=O)OCc1ccccc1. (7) Given the product COC(=O)c1ccc(C#N)c(N)c1, predict the reactants needed to synthesize it. The reactants are: COC(=O)c1ccc(Br)c(N)c1.[C-]#N. (8) Given the product O=C(Cc1ccccc1)Nc1onc(-c2ccc(F)cc2)c1-c1ccncn1, predict the reactants needed to synthesize it. The reactants are: Nc1onc(-c2ccc(F)cc2)c1-c1ccncn1.O=C(Cl)Cc1ccccc1.